This data is from Catalyst prediction with 721,799 reactions and 888 catalyst types from USPTO. The task is: Predict which catalyst facilitates the given reaction. (1) Reactant: C([O:3][C:4]([C:6]1[N:7]([CH2:17][Si:18]([CH3:21])([CH3:20])[CH3:19])[N:8]=[N:9][C:10]=1[C:11]1[CH:16]=[CH:15][CH:14]=[CH:13][N:12]=1)=O)C.[H-].[Al+3].[Li+].[H-].[H-].[H-].O.[OH-].[Na+]. Product: [N:12]1[CH:13]=[CH:14][CH:15]=[CH:16][C:11]=1[C:10]1[N:9]=[N:8][N:7]([CH2:17][Si:18]([CH3:19])([CH3:20])[CH3:21])[C:6]=1[CH2:4][OH:3]. The catalyst class is: 1. (2) Reactant: [NH2:1][C:2]1[CH:7]=[CH:6][C:5]([NH:8][C:9]([NH:11][C:12]2[CH:17]=[CH:16][CH:15]=[CH:14][CH:13]=2)=[O:10])=[CH:4][CH:3]=1.N1C=CC=CC=1.[C:24]1([CH3:34])[CH:29]=[CH:28][C:27]([S:30](Cl)(=[O:32])=[O:31])=[CH:26][CH:25]=1. Product: [CH3:34][C:24]1[CH:29]=[CH:28][C:27]([S:30]([NH:1][C:2]2[CH:3]=[CH:4][C:5]([NH:8][C:9]([NH:11][C:12]3[CH:13]=[CH:14][CH:15]=[CH:16][CH:17]=3)=[O:10])=[CH:6][CH:7]=2)(=[O:32])=[O:31])=[CH:26][CH:25]=1. The catalyst class is: 13. (3) Reactant: [CH3:1][O:2][C:3]1[CH:4]=[C:5]([C:19](=O)[CH3:20])[CH:6]=[CH:7][C:8]=1[O:9][CH2:10][C:11]1[CH:12]=[N:13][C:14]([O:17][CH3:18])=[CH:15][CH:16]=1.C(=O)([O-])[O-].[K+].[K+].S(O)(O)(=O)=O.[NH2:33][OH:34]. Product: [CH3:1][O:2][C:3]1[CH:4]=[C:5]([C:19](=[N:33][OH:34])[CH3:20])[CH:6]=[CH:7][C:8]=1[O:9][CH2:10][C:11]1[CH:12]=[N:13][C:14]([O:17][CH3:18])=[CH:15][CH:16]=1. The catalyst class is: 24. (4) Reactant: [Cl:1][C:2]1[CH:10]=[CH:9][CH:8]=[C:7]2[C:3]=1[C:4]([C:11](=[O:16])[C:12]([F:15])([F:14])[F:13])=[CH:5][NH:6]2.FC(F)(F)S(O[CH2:23][C:24]([F:27])([F:26])[F:25])(=O)=O.C([O-])([O-])=O.[K+].[K+]. Product: [Cl:1][C:2]1[CH:10]=[CH:9][CH:8]=[C:7]2[C:3]=1[C:4]([C:11](=[O:16])[C:12]([F:14])([F:15])[F:13])=[CH:5][N:6]2[CH2:23][C:24]([F:27])([F:26])[F:25]. The catalyst class is: 3.